Task: Predict which catalyst facilitates the given reaction.. Dataset: Catalyst prediction with 721,799 reactions and 888 catalyst types from USPTO (1) Reactant: [CH2:1]([O:8][C:9]([NH:11][CH2:12][CH2:13][CH2:14][C@@H:15]([C:24]([NH:26][C@H:27]([C:42]([NH:44][CH2:45][CH2:46][NH:47][C:48]([O:50][CH2:51][C:52]1[CH:57]=[CH:56][CH:55]=[CH:54][CH:53]=1)=[O:49])=[O:43])[CH2:28][CH2:29][CH2:30][NH:31][C:32]([O:34][CH2:35][C:36]1[CH:41]=[CH:40][CH:39]=[CH:38][CH:37]=1)=[O:33])=[O:25])[NH:16]C(OC(C)(C)C)=O)=[O:10])[C:2]1[CH:7]=[CH:6][CH:5]=[CH:4][CH:3]=1.[ClH:58]. Product: [ClH:58].[CH2:1]([O:8][C:9]([NH:11][CH2:12][CH2:13][CH2:14][C@@H:15]([C:24]([NH:26][C@H:27]([C:42]([NH:44][CH2:45][CH2:46][NH:47][C:48]([O:50][CH2:51][C:52]1[CH:53]=[CH:54][CH:55]=[CH:56][CH:57]=1)=[O:49])=[O:43])[CH2:28][CH2:29][CH2:30][NH:31][C:32]([O:34][CH2:35][C:36]1[CH:37]=[CH:38][CH:39]=[CH:40][CH:41]=1)=[O:33])=[O:25])[NH2:16])=[O:10])[C:2]1[CH:7]=[CH:6][CH:5]=[CH:4][CH:3]=1. The catalyst class is: 12. (2) Product: [CH3:1][O:2][C:3]1[CH:4]=[CH:5][C:6]([C:9]2[CH:17]=[C:16]3[C:12]([C:13]([C:26]4[CH:34]=[CH:33][C:29]([C:30]([NH:43][CH2:42][CH2:41][N:38]5[CH2:39][CH2:40][O:35][CH2:36][CH2:37]5)=[O:32])=[CH:28][CH:27]=4)=[CH:14][N:15]3[C:18]3[CH:23]=[C:22]([NH:24][CH3:25])[N:21]=[CH:20][N:19]=3)=[CH:11][CH:10]=2)=[CH:7][CH:8]=1. The catalyst class is: 1. Reactant: [CH3:1][O:2][C:3]1[CH:8]=[CH:7][C:6]([C:9]2[CH:17]=[C:16]3[C:12]([C:13]([C:26]4[CH:34]=[CH:33][C:29]([C:30]([O-:32])=O)=[CH:28][CH:27]=4)=[CH:14][N:15]3[C:18]3[CH:23]=[C:22]([NH:24][CH3:25])[N:21]=[CH:20][N:19]=3)=[CH:11][CH:10]=2)=[CH:5][CH:4]=1.[O:35]1[CH2:40][CH2:39][N:38]([CH2:41][CH2:42][NH2:43])[CH2:37][CH2:36]1.C(N(C(C)C)CC)(C)C.C(=O)(O)[O-].[Na+].